Dataset: Catalyst prediction with 721,799 reactions and 888 catalyst types from USPTO. Task: Predict which catalyst facilitates the given reaction. (1) Reactant: [NH2:1][C@@H:2]([C:11]1[CH:16]=[CH:15][CH:14]=[C:13]([F:17])[CH:12]=1)[CH2:3][C:4]([O:6]C(C)(C)C)=[O:5].C(O)(C(F)(F)F)=O. Product: [NH2:1][C@@H:2]([C:11]1[CH:16]=[CH:15][CH:14]=[C:13]([F:17])[CH:12]=1)[CH2:3][C:4]([OH:6])=[O:5]. The catalyst class is: 2. (2) Reactant: C(Cl)Cl.[CH2:4]([C:7]1([CH2:17][C@@H:18]2[O:20][C@@:19]2([CH3:27])[CH2:21][CH2:22][CH:23]=[C:24]([CH3:26])[CH3:25])[C:12]([O:13][CH3:14])=[CH:11][CH2:10][CH:9]=[C:8]1[O:15][CH3:16])[CH:5]=[CH2:6].C(C1C=C(C)C=C(C(C)(C)C)N=1)(C)(C)C.FC(F)(F)S(O[Si](C)(C)C)(=O)=O. Product: [CH2:4]([C@:7]12[CH2:17][CH:18]3[O:20][C@@:8]1([O:15][CH3:16])[C@@H:9]([C@:19]3([CH3:27])[CH2:21][CH2:22][CH:23]=[C:24]([CH3:26])[CH3:25])[CH2:10][CH:11]=[C:12]2[O:13][CH3:14])[CH:5]=[CH2:6]. The catalyst class is: 521. (3) The catalyst class is: 3. Product: [CH:19]([O:1][C:2]1[CH:9]=[CH:8][C:5]([CH:6]=[O:7])=[CH:4][C:3]=1[O:10][CH3:11])([CH3:21])[CH3:20]. Reactant: [OH:1][C:2]1[CH:9]=[CH:8][C:5]([CH:6]=[O:7])=[CH:4][C:3]=1[O:10][CH3:11].C([O-])([O-])=O.[K+].[K+].Br[CH:19]([CH3:21])[CH3:20].O. (4) Reactant: O[C:2]1[C:3]([C:11]([OH:13])=[O:12])=[N:4][N:5]([CH3:10])[C:6](=[O:9])[C:7]=1[CH3:8].O=P(Cl)(Cl)[Cl:16]. Product: [Cl:16][C:2]1[C:3]([C:11]([OH:13])=[O:12])=[N:4][N:5]([CH3:10])[C:6](=[O:9])[C:7]=1[CH3:8]. The catalyst class is: 3.